The task is: Binary Classification. Given a miRNA mature sequence and a target amino acid sequence, predict their likelihood of interaction.. This data is from Experimentally validated miRNA-target interactions with 360,000+ pairs, plus equal number of negative samples. The miRNA is hsa-miR-4422 with sequence AAAAGCAUCAGGAAGUACCCA. The protein sequence of the target gene is MHWGLCPRGPGAAAVAAAGSFWGPARLPSRLGCLGMTRRLVVRSVAGADSPQSSSKGGRYRDTVLLPQTSFPMKLLGRQQSDMELEIQQKCGFSELYSWQRERKVKTEFCLHDGPPYANGDPHVGHALNKILKDIANRFHMMRGSKVHFVPGWDCHGLPIETKVLSELGVDAQSLSAMEIREKARSFAQAAIEKQKSAFVRWGVMADWNNCYYTFDPKYEAKQLRVFYQMYEKGLVYRSYKPVYWSPSSRTALAEAELEYNPEHVSRSIYVRFPLLRPPPKLESLTDASSPVSVLVWTTQ.... Result: 0 (no interaction).